From a dataset of Full USPTO retrosynthesis dataset with 1.9M reactions from patents (1976-2016). Predict the reactants needed to synthesize the given product. (1) Given the product [Cl:19][C:16]1[CH:17]=[CH:18][C:13]([C:4]2[C:3]([CH:20]=[CH2:21])=[C:2]([CH3:23])[CH:11]=[C:10]3[C:5]=2[CH:6]=[CH:7][C:8]([CH3:12])=[N:9]3)=[CH:14][CH:15]=1, predict the reactants needed to synthesize it. The reactants are: Cl[C:2]1[CH:11]=[C:10]2[C:5]([CH:6]=[CH:7][C:8]([CH3:12])=[N:9]2)=[C:4]([C:13]2[CH:18]=[CH:17][C:16]([Cl:19])=[CH:15][CH:14]=2)[C:3]=1[CH:20]=[CH2:21].F[C:23](F)(F)S(OC1C(C2C=CC(Cl)=CC=2)=C2C(=CC=1C)N=C(C)C=C2)(=O)=O. (2) Given the product [C:28]1([S:25]([C:10]([CH:12]2[CH2:24][C:15]3[NH:16][C:17]4[CH:18]=[CH:19][C:20]([Cl:23])=[CH:21][C:22]=4[C:14]=3[CH2:13]2)([F:11])[C:8]2[O:7][N:6]=[C:5]([C:3]([NH2:35])=[O:2])[N:9]=2)(=[O:27])=[O:26])[CH:33]=[CH:32][CH:31]=[CH:30][CH:29]=1, predict the reactants needed to synthesize it. The reactants are: C[O:2][C:3]([C:5]1[N:9]=[C:8]([C:10]([S:25]([C:28]2[CH:33]=[CH:32][CH:31]=[CH:30][CH:29]=2)(=[O:27])=[O:26])([CH:12]2[CH2:24][C:15]3[NH:16][C:17]4[CH:18]=[CH:19][C:20]([Cl:23])=[CH:21][C:22]=4[C:14]=3[CH2:13]2)[F:11])[O:7][N:6]=1)=O.[OH-].[NH4+:35].